From a dataset of Retrosynthesis with 50K atom-mapped reactions and 10 reaction types from USPTO. Predict the reactants needed to synthesize the given product. (1) Given the product O=[N+]([O-])c1ccccc1-n1ccc2ccccc21, predict the reactants needed to synthesize it. The reactants are: O=[N+]([O-])c1ccccc1Cl.c1ccc2[nH]ccc2c1. (2) Given the product CCCCC(O)C(=O)Nc1ccc(C)cn1, predict the reactants needed to synthesize it. The reactants are: CCCCC(O[Si](C)(C)C(C)(C)C)C(=O)Nc1ccc(C)cn1. (3) The reactants are: Nn1nc(-c2ccc(Cl)cc2)c2ccccc2c1=O.O=C(O)Cc1cccnc1. Given the product O=C(Cc1cccnc1)Nn1nc(-c2ccc(Cl)cc2)c2ccccc2c1=O, predict the reactants needed to synthesize it. (4) Given the product N#Cc1cc2c(cc1O)NC(=O)CN=C2c1ccccc1Cl, predict the reactants needed to synthesize it. The reactants are: COc1cc2c(cc1C#N)C(c1ccccc1Cl)=NCC(=O)N2.